Task: Predict the reactants needed to synthesize the given product.. Dataset: Full USPTO retrosynthesis dataset with 1.9M reactions from patents (1976-2016) (1) Given the product [CH2:16]([N:19]1[C:27](=[O:28])[C:26]2[C:21](=[N:22][C:23]([NH:1][C:2]3[CH:7]=[CH:6][C:5]([N:8]4[CH2:12][CH2:11][C@H:10]([N:13]([CH3:15])[CH3:14])[CH2:9]4)=[CH:4][CH:3]=3)=[N:24][CH:25]=2)[N:20]1[C:31]1[N:36]=[C:35]([N:37]2[CH:42]=[CH:41][CH:40]=[CH:39][C:38]2=[O:43])[CH:34]=[CH:33][CH:32]=1)[CH:17]=[CH2:18], predict the reactants needed to synthesize it. The reactants are: [NH2:1][C:2]1[CH:7]=[CH:6][C:5]([N:8]2[CH2:12][CH2:11][C@H:10]([N:13]([CH3:15])[CH3:14])[CH2:9]2)=[CH:4][CH:3]=1.[CH2:16]([N:19]1[C:27](=[O:28])[C:26]2[C:21](=[N:22][C:23](SC)=[N:24][CH:25]=2)[N:20]1[C:31]1[N:36]=[C:35]([N:37]2[CH:42]=[CH:41][CH:40]=[CH:39][C:38]2=[O:43])[CH:34]=[CH:33][CH:32]=1)[CH:17]=[CH2:18]. (2) Given the product [F:24][CH:2]([F:1])[C:3]1[N:8]2[N:9]=[CH:10][C:11]([C:12]#[C:13][C:26]3[CH:27]=[C:28]([S:32]([NH:35][CH2:36][CH2:37][O:38][CH3:39])(=[O:33])=[O:34])[CH:29]=[CH:30][CH:31]=3)=[C:7]2[N:6]=[C:5]([C:14]2[CH:19]=[CH:18][C:17]([C:20]([F:23])([F:22])[F:21])=[CH:16][CH:15]=2)[CH:4]=1, predict the reactants needed to synthesize it. The reactants are: [F:1][CH:2]([F:24])[C:3]1[N:8]2[N:9]=[CH:10][C:11]([C:12]#[CH:13])=[C:7]2[N:6]=[C:5]([C:14]2[CH:19]=[CH:18][C:17]([C:20]([F:23])([F:22])[F:21])=[CH:16][CH:15]=2)[CH:4]=1.Br[C:26]1[CH:27]=[C:28]([S:32]([NH:35][CH2:36][CH2:37][O:38][CH3:39])(=[O:34])=[O:33])[CH:29]=[CH:30][CH:31]=1. (3) Given the product [O:13]=[C:12]([C:7]1[CH:8]=[N:9][CH:10]=[CH:11][N:6]=1)[CH2:4][C:3]#[N:5], predict the reactants needed to synthesize it. The reactants are: [H-].[Na+].[C:3](#[N:5])[CH3:4].[N:6]1[CH:11]=[CH:10][N:9]=[CH:8][C:7]=1[C:12](OC)=[O:13].